From a dataset of Catalyst prediction with 721,799 reactions and 888 catalyst types from USPTO. Predict which catalyst facilitates the given reaction. (1) Reactant: [F:1][C:2]1[CH:3]=[C:4]([CH:8]=[CH:9][C:10]=1[N+:11]([O-:13])=[O:12])[C:5]([OH:7])=[O:6].[CH3:14]O.Cl. Product: [F:1][C:2]1[CH:3]=[C:4]([CH:8]=[CH:9][C:10]=1[N+:11]([O-:13])=[O:12])[C:5]([O:7][CH3:14])=[O:6]. The catalyst class is: 28. (2) Reactant: [Br:1][C:2]1[CH:21]=[CH:20][CH:19]=[CH:18][C:3]=1[C:4]([N:6]1[CH2:11][CH2:10][N:9]([C:12](=[O:17])[CH2:13][C:14]([OH:16])=O)[CH2:8][CH2:7]1)=[O:5].CCN=C=NCCCN(C)C.C1C=CC2N(O)N=NC=2C=1.[C:43]1([N:49]2[CH:53]=[C:52]([NH2:54])[CH:51]=[N:50]2)[CH:48]=[CH:47][CH:46]=[CH:45][CH:44]=1. Product: [Br:1][C:2]1[CH:21]=[CH:20][CH:19]=[CH:18][C:3]=1[C:4]([N:6]1[CH2:7][CH2:8][N:9]([C:12](=[O:17])[CH2:13][C:14]([NH:54][C:52]2[CH:51]=[N:50][N:49]([C:43]3[CH:48]=[CH:47][CH:46]=[CH:45][CH:44]=3)[CH:53]=2)=[O:16])[CH2:10][CH2:11]1)=[O:5]. The catalyst class is: 792. (3) Reactant: [F:1][C:2]1[CH:7]=[C:6]([F:8])[CH:5]=[CH:4][C:3]=1[CH:9]1[CH2:13][CH2:12][CH2:11][C:10]1=[O:14].[C:15](Cl)([N:17]=[C:18]=[O:19])=[O:16].C1(C)C=CC=CC=1. Product: [F:1][C:2]1[CH:7]=[C:6]([F:8])[CH:5]=[CH:4][C:3]=1[CH:9]1[C:10]2[O:14][C:18](=[O:19])[NH:17][C:15](=[O:16])[C:11]=2[CH2:12][CH2:13]1. The catalyst class is: 13. (4) Reactant: Cl.[O:2]1[CH2:7][CH2:6][CH:5]([C:8]2[N:9](S(N(C)C)(=O)=O)[C:10]([CH:13]=[O:14])=[CH:11][N:12]=2)[CH2:4][CH2:3]1.C([O-])(O)=O.[Na+]. Product: [O:2]1[CH2:3][CH2:4][CH:5]([C:8]2[NH:9][C:10]([CH:13]=[O:14])=[CH:11][N:12]=2)[CH2:6][CH2:7]1. The catalyst class is: 1. (5) Reactant: [F:1][C:2]1[C:7]([F:8])=[CH:6][CH:5]=[CH:4][C:3]=1[C@:9]12[CH2:17][O:16][C@H:15]([CH2:18][F:19])[C@H:14]1[CH2:13][S:12][C:11]([NH:20]C(=O)C1C=CC=CC=1)=[N:10]2.N12CCCN=C1CCCCC2. Product: [F:1][C:2]1[C:7]([F:8])=[CH:6][CH:5]=[CH:4][C:3]=1[C@:9]12[CH2:17][O:16][C@H:15]([CH2:18][F:19])[C@H:14]1[CH2:13][S:12][C:11]([NH2:20])=[N:10]2. The catalyst class is: 5.